Dataset: Reaction yield outcomes from USPTO patents with 853,638 reactions. Task: Predict the reaction yield, written as a fraction of the theoretical maximum amount of product (1.0 means a 100% yield; for example, 0.34 means a 34% yield). (1) The reactants are [C:1]([C:5]1[CH:9]=[C:8]([NH:10][C:11](=[O:42])[NH:12][C:13]2[C:22]3[C:17](=[CH:18][CH:19]=[CH:20][CH:21]=3)[C:16]([O:23][CH2:24][C:25]([C:28]3[CH:33]=[CH:32][N:31]=[C:30]([NH:34]C(=O)OC(C)(C)C)[CH:29]=3)([CH3:27])[CH3:26])=[CH:15][CH:14]=2)[N:7]([C:43]2[CH:48]=[CH:47][C:46]([CH3:49])=[CH:45][CH:44]=2)[N:6]=1)([CH3:4])([CH3:3])[CH3:2].C(O)(C(F)(F)F)=O. The catalyst is C(Cl)Cl. The product is [NH2:34][C:30]1[CH:29]=[C:28]([C:25]([CH3:27])([CH3:26])[CH2:24][O:23][C:16]2[C:17]3[C:22](=[CH:21][CH:20]=[CH:19][CH:18]=3)[C:13]([NH:12][C:11]([NH:10][C:8]3[N:7]([C:43]4[CH:44]=[CH:45][C:46]([CH3:49])=[CH:47][CH:48]=4)[N:6]=[C:5]([C:1]([CH3:4])([CH3:3])[CH3:2])[CH:9]=3)=[O:42])=[CH:14][CH:15]=2)[CH:33]=[CH:32][N:31]=1. The yield is 1.00. (2) The reactants are [CH2:1]([O:8][C:9]1[C:10]([CH3:17])=[CH:11][C:12]([F:16])=[C:13]([OH:15])[CH:14]=1)[C:2]1[CH:7]=[CH:6][CH:5]=[CH:4][CH:3]=1.Cl[C:19]1[C:28]2[C:23](=[CH:24][C:25]([O:31][CH2:32][CH2:33][O:34][CH3:35])=[C:26]([O:29][CH3:30])[CH:27]=2)[N:22]=[N:21][CH:20]=1. The catalyst is N1C=CC=CC=1. The product is [CH2:1]([O:8][C:9]1[C:10]([CH3:17])=[CH:11][C:12]([F:16])=[C:13]([CH:14]=1)[O:15][C:19]1[C:28]2[C:23](=[CH:24][C:25]([O:31][CH2:32][CH2:33][O:34][CH3:35])=[C:26]([O:29][CH3:30])[CH:27]=2)[N:22]=[N:21][CH:20]=1)[C:2]1[CH:3]=[CH:4][CH:5]=[CH:6][CH:7]=1. The yield is 0.530. (3) The reactants are [CH3:1][C:2]1[NH:7][C:6](=[O:8])[CH:5]=[C:4]([O:9][CH2:10][C:11]2[CH:28]=[CH:27][CH:26]=[CH:25][C:12]=2[CH2:13][N:14]2[C:22](=[O:23])[C:21]3[C:16](=[CH:17][CH:18]=[CH:19][CH:20]=3)[C:15]2=[O:24])[CH:3]=1.[I:29]N1C(=O)CCC1=O.ClC(Cl)C(O)=O. The catalyst is C(#N)C. The product is [I:29][C:5]1[C:6](=[O:8])[NH:7][C:2]([CH3:1])=[CH:3][C:4]=1[O:9][CH2:10][C:11]1[CH:28]=[CH:27][CH:26]=[CH:25][C:12]=1[CH2:13][N:14]1[C:22](=[O:23])[C:21]2[C:16](=[CH:17][CH:18]=[CH:19][CH:20]=2)[C:15]1=[O:24]. The yield is 0.720. (4) The reactants are [NH2:1][C:2]([N:4]([CH2:13][C:14]1[CH:19]=[CH:18][C:17]([CH3:20])=[CH:16][CH:15]=1)[NH:5]C(OC(C)(C)C)=O)=[O:3].ClCCl.[CH3:24][S:25]([OH:28])(=[O:27])=[O:26].O. The catalyst is CCCCCCC.C(OCC)(=O)C. The product is [CH3:24][S:25]([OH:28])(=[O:27])=[O:26].[CH3:20][C:17]1[CH:18]=[CH:19][C:14]([CH2:13][N:4]([C:2]([NH2:1])=[O:3])[NH2:5])=[CH:15][CH:16]=1. The yield is 0.986.